This data is from Catalyst prediction with 721,799 reactions and 888 catalyst types from USPTO. The task is: Predict which catalyst facilitates the given reaction. (1) Reactant: [F:1][C:2]1[CH:23]=[CH:22][C:5]([CH2:6][N:7]2[C:11](=[O:12])[N:10]([C:13]3[S:14][C:15]([C:19]([NH2:21])=O)=[C:16]([CH3:18])[N:17]=3)[CH:9]=[N:8]2)=[CH:4][CH:3]=1.N1C=CC=CC=1.FC(F)(F)C(OC(=O)C(F)(F)F)=O. Product: [F:1][C:2]1[CH:23]=[CH:22][C:5]([CH2:6][N:7]2[C:11](=[O:12])[N:10]([C:13]3[S:14][C:15]([C:19]#[N:21])=[C:16]([CH3:18])[N:17]=3)[CH:9]=[N:8]2)=[CH:4][CH:3]=1. The catalyst class is: 12. (2) Reactant: Cl.[CH2:2]([N:9]1[CH2:14][CH2:13][C:12]2([CH2:23][C:22](=O)[C:21]3[C:16](=[CH:17][CH:18]=[C:19](/[CH:25]=[CH:26]/[C:27]([NH:29][OH:30])=[O:28])[CH:20]=3)[O:15]2)[CH2:11][CH2:10]1)[C:3]1[CH:8]=[CH:7][CH:6]=[CH:5][CH:4]=1.[NH2:31][O:32][CH3:33].Cl.N1C=CC=CC=1. Product: [CH2:2]([N:9]1[CH2:14][CH2:13][C:12]2([CH2:23][C:22](=[N:31][O:32][CH3:33])[C:21]3[C:16](=[CH:17][CH:18]=[C:19](/[CH:25]=[CH:26]/[C:27]([NH:29][OH:30])=[O:28])[CH:20]=3)[O:15]2)[CH2:11][CH2:10]1)[C:3]1[CH:8]=[CH:7][CH:6]=[CH:5][CH:4]=1. The catalyst class is: 14. (3) Reactant: [N:1]1[CH:2]=[CH:3][N:4]2[CH:9]=[CH:8][C:7]([C:10]3[CH:11]=[C:12]([CH:17]=[CH:18][CH:19]=3)[C:13]([NH:15][CH3:16])=[O:14])=[CH:6][C:5]=12.C1C(=O)N([Br:27])C(=O)C1. Product: [Br:27][C:3]1[N:4]2[CH:9]=[CH:8][C:7]([C:10]3[CH:11]=[C:12]([CH:17]=[CH:18][CH:19]=3)[C:13]([NH:15][CH3:16])=[O:14])=[CH:6][C:5]2=[N:1][CH:2]=1. The catalyst class is: 31. (4) Reactant: [CH3:1][C:2]([C:16]1[CH:21]=[CH:20][C:19]([C:22]2[CH:27]=[CH:26][CH:25]=[C:24]([CH2:28][NH:29][C:30]([NH:32][CH2:33][CH3:34])=[O:31])[CH:23]=2)=[C:18]([OH:35])[CH:17]=1)([CH3:15])[CH2:3][CH2:4][CH2:5][CH2:6][C:7]([N:9]1[CH2:14][CH2:13][O:12][CH2:11][CH2:10]1)=[O:8].IC.[C:38]([O-])([O-])=O.[K+].[K+]. Product: [CH2:33]([NH:32][C:30]([NH:29][CH2:28][C:24]1[CH:23]=[C:22]([C:19]2[CH:20]=[CH:21][C:16]([C:2]([CH3:1])([CH2:3][CH2:4][CH2:5][CH2:6][C:7]([N:9]3[CH2:10][CH2:11][O:12][CH2:13][CH2:14]3)=[O:8])[CH3:15])=[CH:17][C:18]=2[O:35][CH3:38])[CH:27]=[CH:26][CH:25]=1)=[O:31])[CH3:34]. The catalyst class is: 21.